Predict the reactants needed to synthesize the given product. From a dataset of Full USPTO retrosynthesis dataset with 1.9M reactions from patents (1976-2016). (1) Given the product [C:1]([NH:4][C:5]1[CH:6]=[CH:7][C:8]([C:9]([NH:25][C:26]2[S:30][C:29]([NH:31][C:32]3[C:41]4[C:36](=[CH:37][CH:38]=[CH:39][CH:40]=4)[CH:35]=[CH:34][CH:33]=3)=[N:28][C:27]=2[C:42]([NH2:44])=[O:43])=[O:11])=[CH:12][CH:13]=1)(=[O:3])[CH3:2], predict the reactants needed to synthesize it. The reactants are: [C:1]([NH:4][C:5]1[CH:13]=[CH:12][C:8]([C:9]([OH:11])=O)=[CH:7][CH:6]=1)(=[O:3])[CH3:2].CN(C=O)C.C(Cl)(=O)C(Cl)=O.[NH2:25][C:26]1[S:30][C:29]([NH:31][C:32]2[C:41]3[C:36](=[CH:37][CH:38]=[CH:39][CH:40]=3)[CH:35]=[CH:34][CH:33]=2)=[N:28][C:27]=1[C:42]([NH2:44])=[O:43]. (2) Given the product [CH3:19][O:20][C:21]1[CH:22]=[C:23]([C:2]2[CH:3]=[C:4]([N:8]3[CH2:16][CH:15]4[CH2:17][N:11]5[CH2:12][CH:13]([CH2:18][CH:9]3[CH2:10]5)[CH2:14]4)[CH:5]=[N:6][CH:7]=2)[CH:24]=[CH:25][C:26]=1[O:27][CH3:28], predict the reactants needed to synthesize it. The reactants are: Br[C:2]1[CH:3]=[C:4]([N:8]2[CH2:16][CH:15]3[CH2:17][N:11]4[CH2:12][CH:13]([CH2:18][CH:9]2[CH2:10]4)[CH2:14]3)[CH:5]=[N:6][CH:7]=1.[CH3:19][O:20][C:21]1[CH:22]=[C:23](B(O)O)[CH:24]=[CH:25][C:26]=1[O:27][CH3:28]. (3) Given the product [F:1][C:2]1[C:11]([NH:10][C:9]([NH:8][C:13]2[CH:18]=[C:17]([C:19]([F:22])([F:21])[F:20])[CH:16]=[CH:15][C:14]=2[O:23][CH3:24])=[O:12])=[C:6](/[CH:7]=[CH:25]/[C:26]([O:28][CH3:29])=[O:27])[CH:5]=[CH:4][CH:3]=1, predict the reactants needed to synthesize it. The reactants are: [F:1][C:2]1[CH:3]=[CH:4][CH:5]=[C:6]2[C:11]=1[NH:10][C:9](=[O:12])[N:8]([C:13]1[CH:18]=[C:17]([C:19]([F:22])([F:21])[F:20])[CH:16]=[CH:15][C:14]=1[O:23][CH3:24])[CH:7]2[CH2:25][C:26]([O:28][CH3:29])=[O:27].FC1C=CC=CC=1NC(NC1C=C(C(F)(F)F)C=CC=1OC)=O.C(OC)(=O)C=C.